From a dataset of Forward reaction prediction with 1.9M reactions from USPTO patents (1976-2016). Predict the product of the given reaction. (1) Given the reactants [Cl:1][C:2]1[CH:7]=[CH:6][C:5]([NH:8][C:9]2[C:14]3[N:15]([CH3:28])[C:16](=[O:27])[N:17]([CH2:18][C:19]4[CH:24]=[CH:23][C:22]([O:25][CH3:26])=[CH:21][CH:20]=4)[C:13]=3[CH:12]=[CH:11][CH:10]=2)=[CH:4][CH:3]=1.[C:29](OC(=O)C)(=[O:31])[CH3:30], predict the reaction product. The product is: [C:29]([N:8]([C:9]1[C:14]2[N:15]([CH3:28])[C:16](=[O:27])[N:17]([CH2:18][C:19]3[CH:24]=[CH:23][C:22]([O:25][CH3:26])=[CH:21][CH:20]=3)[C:13]=2[CH:12]=[CH:11][CH:10]=1)[C:5]1[CH:6]=[CH:7][C:2]([Cl:1])=[CH:3][CH:4]=1)(=[O:31])[CH3:30]. (2) Given the reactants [N:1]1[C:10]2[C:5](=[CH:6][CH:7]=[CH:8][CH:9]=2)[CH:4]=[CH:3][C:2]=1[CH2:11][O:12][C:13]1[CH:18]=[CH:17][C:16]([NH:19][NH2:20])=[CH:15][CH:14]=1.CN([CH:24]=[N:25][C:26](=O)[C:27]1[CH:32]=[CH:31][N:30]=[CH:29][CH:28]=1)C, predict the reaction product. The product is: [N:30]1[CH:31]=[CH:32][C:27]([C:26]2[N:19]([C:16]3[CH:15]=[CH:14][C:13]([O:12][CH2:11][C:2]4[CH:3]=[CH:4][C:5]5[C:10](=[CH:9][CH:8]=[CH:7][CH:6]=5)[N:1]=4)=[CH:18][CH:17]=3)[N:20]=[CH:24][N:25]=2)=[CH:28][CH:29]=1. (3) Given the reactants Br[C:2]1[CH:11]=[C:10]2[C:5]([C:6]([NH:13][CH3:14])=[N:7][C:8]([NH2:12])=[N:9]2)=[CH:4][CH:3]=1.[CH2:15](O)[CH3:16].C(=O)([O-])[O-].[Na+].[Na+].C(O[C:27]1[CH:32]=[CH:31]C=[CH:29][C:28]=1B(O)O)C, predict the reaction product. The product is: [CH3:14][NH:13][C:6]1[C:5]2[C:10](=[CH:11][C:2]([C:31]3[CH:32]=[CH:27][CH:28]=[CH:29][C:15]=3[CH3:16])=[CH:3][CH:4]=2)[N:9]=[C:8]([NH2:12])[N:7]=1. (4) The product is: [C:10]([O:9][C:7](=[O:8])[NH:6][CH2:5][CH2:4][CH2:3][Cl:2])([CH3:13])([CH3:12])[CH3:11]. Given the reactants [Cl-].[Cl:2][CH2:3][CH2:4][CH2:5][NH3+:6].[C:7](O[C:7]([O:9][C:10]([CH3:13])([CH3:12])[CH3:11])=[O:8])([O:9][C:10]([CH3:13])([CH3:12])[CH3:11])=[O:8], predict the reaction product. (5) The product is: [CH:14]1([C:12]2[NH:11][N:10]=[C:9]([NH:8][C:6]3[CH:5]=[C:4]([CH3:19])[N:3]=[C:2]([NH:20][C:21]4[CH:22]=[CH:23][C:24]([C:25]([NH:27][C:28]5[CH:33]=[CH:32][CH:31]=[C:30]([C:34]([F:35])([F:36])[F:37])[CH:29]=5)=[O:26])=[CH:38][CH:39]=4)[N:7]=3)[CH:13]=2)[CH2:18][CH2:17][CH2:16][CH2:15]1. Given the reactants Cl[C:2]1[N:7]=[C:6]([NH:8][C:9]2[CH:13]=[C:12]([CH:14]3[CH2:18][CH2:17][CH2:16][CH2:15]3)[NH:11][N:10]=2)[CH:5]=[C:4]([CH3:19])[N:3]=1.[NH2:20][C:21]1[CH:39]=[CH:38][C:24]([C:25]([NH:27][C:28]2[CH:33]=[CH:32][CH:31]=[C:30]([C:34]([F:37])([F:36])[F:35])[CH:29]=2)=[O:26])=[CH:23][CH:22]=1.Cl, predict the reaction product. (6) Given the reactants [CH3:1][C:2]1[N:7]=[CH:6][C:5]([OH:8])=[CH:4][CH:3]=1.C[O:10][CH:11](O)[C:12]([F:15])([F:14])[F:13].C(=O)([O-])[O-].[K+].[K+], predict the reaction product. The product is: [CH3:1][C:2]1[N:7]=[C:6]([CH:11]([OH:10])[C:12]([F:15])([F:14])[F:13])[C:5]([OH:8])=[CH:4][CH:3]=1. (7) Given the reactants Cl[C:2]1[CH:7]=[C:6]([C:8]2[CH:13]=[C:12]([Br:14])[CH:11]=[CH:10][C:9]=2[Cl:15])[N:5]=[C:4]([NH2:16])[N:3]=1.[Cl:17][C:18]1[CH:23]=[CH:22][C:21]([NH2:24])=[CH:20][CH:19]=1, predict the reaction product. The product is: [Br:14][C:12]1[CH:11]=[CH:10][C:9]([Cl:15])=[C:8]([C:6]2[N:5]=[C:4]([NH2:16])[N:3]=[C:2]([NH:24][C:21]3[CH:22]=[CH:23][C:18]([Cl:17])=[CH:19][CH:20]=3)[CH:7]=2)[CH:13]=1. (8) Given the reactants Br[C:2]1[C:7]([CH3:8])=[CH:6][CH:5]=[CH:4][N:3]=1.[OH:9][CH2:10][C:11]1[CH:16]=[CH:15][C:14](B(O)O)=[CH:13][CH:12]=1.C(=O)([O-])[O-].[Na+].[Na+], predict the reaction product. The product is: [CH3:8][C:7]1[C:2]([C:14]2[CH:15]=[CH:16][C:11]([CH2:10][OH:9])=[CH:12][CH:13]=2)=[N:3][CH:4]=[CH:5][CH:6]=1. (9) Given the reactants [Br:1][C:2]1[CH:12]=[C:11]([F:13])[CH:10]=[CH:9][C:3]=1[O:4][CH2:5][C:6](=[O:8])[CH3:7].[CH3:14][Mg]Cl, predict the reaction product. The product is: [Br:1][C:2]1[CH:12]=[C:11]([F:13])[CH:10]=[CH:9][C:3]=1[O:4][CH2:5][C:6]([CH3:14])([OH:8])[CH3:7]. (10) Given the reactants [C:1]([O:5][C:6]([NH:8][CH2:9][C:10]([OH:12])=O)=[O:7])([CH3:4])([CH3:3])[CH3:2].Cl.[CH2:14]([O:21][NH2:22])[C:15]1[CH:20]=[CH:19][CH:18]=[CH:17][CH:16]=1.CN1CCOCC1.CCN=C=NCCCN(C)C, predict the reaction product. The product is: [CH2:14]([O:21][NH:22][C:10](=[O:12])[CH2:9][NH:8][C:6](=[O:7])[O:5][C:1]([CH3:2])([CH3:3])[CH3:4])[C:15]1[CH:20]=[CH:19][CH:18]=[CH:17][CH:16]=1.